This data is from Cav3 T-type calcium channel HTS with 100,875 compounds. The task is: Binary Classification. Given a drug SMILES string, predict its activity (active/inactive) in a high-throughput screening assay against a specified biological target. (1) The drug is Brc1c(OCCCSc2[nH]c(cc(=O)n2)C)c(Cl)cc(c1)C. The result is 0 (inactive). (2) The molecule is S(c1nc(N2CCOCC2)nc(NC(C)C)n1)CC(=O)N. The result is 0 (inactive). (3) The compound is o1c(c(NC(=O)C)c2c1cccc2)C(=O)c1c(OC)ccc(OC)c1. The result is 0 (inactive). (4) The molecule is O1C(=C(C(c2c1cccc2)c1ccc(cc1)C)/C=N\c1c(n(n(c1=O)c1ccccc1)C)C)c1ccccc1. The result is 0 (inactive).